From a dataset of Forward reaction prediction with 1.9M reactions from USPTO patents (1976-2016). Predict the product of the given reaction. (1) Given the reactants [CH3:1][C:2]1[S:25][C:5]2[C:6]3[C:11]([C:12](O)=[O:13])=[N:10][N:9]([C:15]4[CH:20]=[CH:19][C:18]([CH3:21])=[CH:17][CH:16]=4)[C:8](=[O:22])[C:7]=3[N:23]([CH3:24])[C:4]=2[CH:3]=1.CN(C(ON1N=NC2C=CC=NC1=2)=[N+](C)C)C.F[P-](F)(F)(F)(F)F.[CH2:50]([NH:52][C:53]1[CH:58]=[CH:57][CH:56]=[CH:55][CH:54]=1)[CH3:51].CCN(C(C)C)C(C)C, predict the reaction product. The product is: [CH2:50]([N:52]([C:53]1[CH:58]=[CH:57][CH:56]=[CH:55][CH:54]=1)[C:12]([C:11]1[C:6]2[C:5]3[S:25][C:2]([CH3:1])=[CH:3][C:4]=3[N:23]([CH3:24])[C:7]=2[C:8](=[O:22])[N:9]([C:15]2[CH:20]=[CH:19][C:18]([CH3:21])=[CH:17][CH:16]=2)[N:10]=1)=[O:13])[CH3:51]. (2) Given the reactants CO[C:3](=[O:28])[C:4]1[CH:9]=[CH:8][C:7]([CH2:10][N:11]([C:16]2[CH:21]=[CH:20][C:19]([CH:22]3[CH2:27][CH2:26][CH2:25][CH2:24][CH2:23]3)=[CH:18][CH:17]=2)[C:12](=[O:15])[NH:13]Cl)=[CH:6][CH:5]=1.[C:29]1([C:37]2[CH:42]=[CH:41][CH:40]=[CH:39][CH:38]=2)[CH:34]=[CH:33][CH:32]=[CH:31][C:30]=1[CH2:35]N.COC(=O)C1C=CC=CC=1.Cl.C([O:56][C:57](=[O:62])[C@H:58]([OH:61])[CH2:59][NH2:60])C, predict the reaction product. The product is: [C:29]1([C:37]2[CH:42]=[CH:41][CH:40]=[CH:39][CH:38]=2)[CH:34]=[CH:33][CH:32]=[CH:31][C:30]=1[CH2:35][NH:13][C:12](=[O:15])[N:11]([CH2:10][C:7]1[CH:6]=[CH:5][C:4]([C:3]([NH:60][CH2:59][C@@H:58]([OH:61])[C:57]([OH:62])=[O:56])=[O:28])=[CH:9][CH:8]=1)[C:16]1[CH:21]=[CH:20][C:19]([CH:22]2[CH2:23][CH2:24][CH2:25][CH2:26][CH2:27]2)=[CH:18][CH:17]=1. (3) Given the reactants [Cl:1][C:2]1[C:7]([F:8])=[CH:6][CH:5]=[CH:4][C:3]=1B(O)O.[OH:12]O, predict the reaction product. The product is: [Cl:1][C:2]1[C:7]([F:8])=[CH:6][CH:5]=[CH:4][C:3]=1[OH:12]. (4) Given the reactants [F:1][C:2]1[CH:3]=[C:4]([OH:11])[CH:5]=[C:6]([F:10])[C:7]=1[CH2:8][OH:9].[CH2:12](Br)[CH3:13], predict the reaction product. The product is: [CH2:12]([O:11][C:4]1[CH:3]=[C:2]([F:1])[C:7]([CH2:8][OH:9])=[C:6]([F:10])[CH:5]=1)[CH3:13]. (5) The product is: [OH:66][CH2:65][CH2:64][CH2:63][CH2:59][CH2:58][O:60][C:61]1[C:17]([Se:30][C:31]#[C:32][C:33]([CH3:38])=[CH:34][C:35]([O:37][CH2:40][CH3:41])=[O:36])=[CH:18][C:19]2[C:20]([CH3:28])([CH3:29])[CH2:21][CH2:22][C:23]([CH3:27])([CH3:26])[C:24]=2[CH:62]=1. Given the reactants [Si](OCCCCCOCC1[C:17]([Se:30][C:31]#[C:32][C:33]([CH3:38])=[CH:34][C:35]([OH:37])=[O:36])=[CH:18][C:19]2[C:20]([CH3:29])([CH3:28])[CH2:21][CH2:22][C:23]([CH3:27])([CH3:26])[C:24]=2C=1)(C(C)(C)C)(C)C.[F-].[CH2:40]([N+](CCCC)(CCCC)CCCC)[CH2:41]CC.Cl.[CH2:58]([O:60][CH2:61][CH3:62])[CH3:59].[CH2:63]1C[O:66][CH2:65][CH2:64]1, predict the reaction product. (6) Given the reactants C(N(CC)CC)C.[C:16](O[C:16]([O:18][C:19]([CH3:22])([CH3:21])[CH3:20])=[O:17])([O:18][C:19]([CH3:22])([CH3:21])[CH3:20])=[O:17].[CH2:23]([NH:30][CH2:31][C:32]1[CH:33]=[CH:34][CH:35]=[C:36]2[C:40]=1[NH:39][CH:38]=[CH:37]2)[C:24]1[CH:29]=[CH:28][CH:27]=[CH:26][CH:25]=1, predict the reaction product. The product is: [C:19]([O:18][C:16](=[O:17])[N:30]([CH2:23][C:24]1[CH:29]=[CH:28][CH:27]=[CH:26][CH:25]=1)[CH2:31][C:32]1[CH:33]=[CH:34][CH:35]=[C:36]2[C:40]=1[NH:39][CH:38]=[CH:37]2)([CH3:20])([CH3:21])[CH3:22].